From a dataset of Reaction yield outcomes from USPTO patents with 853,638 reactions. Predict the reaction yield, written as a fraction of the theoretical maximum amount of product (1.0 means a 100% yield; for example, 0.34 means a 34% yield). (1) The reactants are [C:1]1([OH:7])[CH:6]=[CH:5][CH:4]=[CH:3][CH:2]=1.C(Cl)(Cl)=O.[OH-].[Na+].[C:14](=O)([O:22]C1C=CC=CC=1)[O:15][C:16]1C=CC=CC=1. The catalyst is C(N(CC)CC)C.C(Cl)Cl.O.C(Cl)(Cl)Cl. The product is [C:14]([O:15][CH3:16])(=[O:22])[C:2]1[C:1](=[CH:6][CH:5]=[CH:4][CH:3]=1)[OH:7]. The yield is 1.00. (2) The reactants are [Cl-].[CH3:2][O:3][CH2:4][P+](C1C=CC=CC=1)(C1C=CC=CC=1)C1C=CC=CC=1.[H-].[Na+].[CH3:26][C:27]1[C:28]([C:34]([CH:36]2[CH2:38][CH2:37]2)=O)=[N:29][CH:30]=[CH:31][C:32]=1[Cl:33]. The catalyst is C1COCC1. The product is [CH:36]1([C:34]([C:28]2[C:27]([CH3:26])=[C:32]([Cl:33])[CH:31]=[CH:30][N:29]=2)=[CH:2][O:3][CH3:4])[CH2:38][CH2:37]1. The yield is 0.820. (3) The reactants are [C:1]1([CH3:31])[CH:6]=[CH:5][C:4]([NH:7][C:8](=[O:30])[NH:9][C:10]2[CH:15]=[CH:14][C:13]([C:16]3[CH:20]=[C:19]([C:21]([NH:23][C:24](=[CH2:29])[C:25]([O:27]C)=[O:26])=[O:22])[O:18][N:17]=3)=[CH:12][CH:11]=2)=[CH:3][CH:2]=1.O.O.[OH-].[Li+].Cl. The catalyst is C1COCC1. The product is [C:1]1([CH3:31])[CH:2]=[CH:3][C:4]([NH:7][C:8](=[O:30])[NH:9][C:10]2[CH:15]=[CH:14][C:13]([C:16]3[CH:20]=[C:19]([C:21]([NH:23][C:24](=[CH2:29])[C:25]([OH:27])=[O:26])=[O:22])[O:18][N:17]=3)=[CH:12][CH:11]=2)=[CH:5][CH:6]=1. The yield is 0.500. (4) The reactants are [CH:1]1([N:6]2[CH2:11][CH2:10][N:9]([C:12]3[CH:17]=[CH:16][C:15]([NH2:18])=[CH:14][CH:13]=3)[CH2:8][CH2:7]2)[CH2:5][CH2:4][CH2:3][CH2:2]1.[C:19](N1C=CN=C1)(N1C=CN=C1)=[S:20]. The catalyst is CN(C)C=O. The product is [CH:1]1([N:6]2[CH2:11][CH2:10][N:9]([C:12]3[CH:13]=[CH:14][C:15]([N:18]=[C:19]=[S:20])=[CH:16][CH:17]=3)[CH2:8][CH2:7]2)[CH2:5][CH2:4][CH2:3][CH2:2]1. The yield is 0.930. (5) The reactants are [NH2:1][C@H:2]([C:4]1[CH:9]=[CH:8][C:7]([C:10]2[C:11]3[C:12]4[CH:24]=[CH:23][S:22][C:13]=4[C:14](=[O:21])[NH:15][C:16]=3[CH:17]=[CH:18][C:19]=2[OH:20])=[CH:6][CH:5]=1)[CH3:3].[CH3:25][S:26](Cl)(=[O:28])=[O:27]. No catalyst specified. The product is [OH:20][C:19]1[CH:18]=[CH:17][C:16]2[NH:15][C:14](=[O:21])[C:13]3[S:22][CH:23]=[CH:24][C:12]=3[C:11]=2[C:10]=1[C:7]1[CH:6]=[CH:5][C:4]([C@@H:2]([NH:1][S:26]([CH3:25])(=[O:28])=[O:27])[CH3:3])=[CH:9][CH:8]=1. The yield is 0.560. (6) The reactants are Cl.[NH2:2][CH2:3][CH2:4][CH2:5][C:6]([O:8][CH3:9])=[O:7].[CH2:10](Br)[C:11]1[CH:16]=[CH:15][CH:14]=[CH:13][CH:12]=1.C([O-])([O-])=O.[K+].[K+]. The catalyst is CC#N. The product is [CH2:10]([N:2]([CH2:10][C:11]1[CH:16]=[CH:15][CH:14]=[CH:13][CH:12]=1)[CH2:3][CH2:4][CH2:5][C:6]([O:8][CH3:9])=[O:7])[C:11]1[CH:16]=[CH:15][CH:14]=[CH:13][CH:12]=1. The yield is 0.910.